From a dataset of Blood-brain barrier permeability classification from the B3DB database. Regression/Classification. Given a drug SMILES string, predict its absorption, distribution, metabolism, or excretion properties. Task type varies by dataset: regression for continuous measurements (e.g., permeability, clearance, half-life) or binary classification for categorical outcomes (e.g., BBB penetration, CYP inhibition). Dataset: b3db_classification. (1) The result is 1 (penetrates BBB). The drug is O=C(NCCCN1CCOCC1)c1ccc(Cl)cc1. (2) The result is 0 (does not penetrate BBB). The molecule is Cc1nc2ccc(CN(C)c3ccc(C(=O)NC(CCC(=O)O)C(=O)O)s3)cc2c(=O)[nH]1. (3) The result is 1 (penetrates BBB). The compound is Cc1nc2cc(CN[C@H]3CCCN[C@H]3c3ccccc3)c(OC(C)C)cc2s1. (4) The drug is CC(=O)OCC(=O)[C@@]1(O)CCC2C3CCC4=CC(=O)C=C[C@]4(C)[C@@]3(Cl)[C@@H](Cl)C[C@@]21C. The result is 1 (penetrates BBB). (5) The result is 1 (penetrates BBB). The compound is CS(=O)(=O)[C@@H]1[C@@H](c2ccc3c(c2)OCO3)[C@]1(C#N)C=O. (6) The compound is Clc1ccc2c(c1)[C@H]1CNC[C@H]1c1ccccc1O2. The result is 1 (penetrates BBB). (7) The compound is CC(=O)O[C@H]1C[C@H](O[C@H]2[C@@H](O)C[C@H](O[C@H]3[C@@H](O)C[C@H](O[C@H]4CC[C@]5(C)[C@H]6CC[C@]7(C)[C@@H](C8=CC(=O)OC8)CC[C@]7(O)[C@@H]6CC[C@@H]5C4)O[C@@H]3C)O[C@@H]2C)O[C@H](C)[C@H]1O. The result is 0 (does not penetrate BBB). (8) The molecule is NCCC(O)CNC1CC(N)C(OC2OC(CN)C(O)C(O)C2O)C(O)C1OC1OC(CO)C(O)C(N)C1O. The result is 0 (does not penetrate BBB).